This data is from Forward reaction prediction with 1.9M reactions from USPTO patents (1976-2016). The task is: Predict the product of the given reaction. (1) Given the reactants C(OC([NH:11][C:12]1[CH:17]=[CH:16][C:15]([C:18]2[CH2:23][CH2:22][N:21]([C:24]([O:26][C:27]([CH3:30])([CH3:29])[CH3:28])=[O:25])[CH2:20][CH:19]=2)=[CH:14][C:13]=1[CH3:31])=O)C1C=CC=CC=1, predict the reaction product. The product is: [NH2:11][C:12]1[CH:17]=[CH:16][C:15]([CH:18]2[CH2:19][CH2:20][N:21]([C:24]([O:26][C:27]([CH3:29])([CH3:28])[CH3:30])=[O:25])[CH2:22][CH2:23]2)=[CH:14][C:13]=1[CH3:31]. (2) The product is: [C:26]([O:25][CH:19]([C:4]1[C:3]([CH3:30])=[C:2]([C:36]#[C:35][CH2:34][N:32]([CH3:33])[CH3:31])[C:11]2[C:6](=[CH:7][CH:8]=[CH:9][CH:10]=2)[C:5]=1[C:12]1[CH:17]=[CH:16][C:15]([Cl:18])=[CH:14][CH:13]=1)[C:20]([OH:22])=[O:21])([CH3:29])([CH3:27])[CH3:28]. Given the reactants Br[C:2]1[C:11]2[C:6](=[CH:7][CH:8]=[CH:9][CH:10]=2)[C:5]([C:12]2[CH:17]=[CH:16][C:15]([Cl:18])=[CH:14][CH:13]=2)=[C:4]([CH:19]([O:25][C:26]([CH3:29])([CH3:28])[CH3:27])[C:20]([O:22]CC)=[O:21])[C:3]=1[CH3:30].[CH3:31][N:32]([CH2:34][C:35]#[CH:36])[CH3:33].C1COCC1.CCO, predict the reaction product. (3) Given the reactants I[C:2]1[CH:7]=[CH:6][C:5]([I:8])=[CH:4][CH:3]=1.[NH:9]1[CH2:15][CH2:14][CH2:13][CH2:12][CH2:11][CH2:10]1.CN(C)CCO.P([O-])([O-])([O-])=O.[K+].[K+].[K+].C(=O)([O-])O.[Na+], predict the reaction product. The product is: [I:8][C:5]1[CH:6]=[CH:7][C:2]([N:9]2[CH2:15][CH2:14][CH2:13][CH2:12][CH2:11][CH2:10]2)=[CH:3][CH:4]=1. (4) Given the reactants C[Si]([N-][Si](C)(C)C)(C)C.[Na+].[F:11][C:12]1[CH:17]=[C:16]([CH3:18])[CH:15]=[CH:14][N:13]=1.[C:19](OCC)(=[O:26])[C:20]1[CH:25]=[CH:24][CH:23]=[CH:22][CH:21]=1.Cl.[OH-].[Na+], predict the reaction product. The product is: [F:11][C:12]1[CH:17]=[C:16]([CH2:18][C:19]([C:20]2[CH:25]=[CH:24][CH:23]=[CH:22][CH:21]=2)=[O:26])[CH:15]=[CH:14][N:13]=1. (5) Given the reactants [F:1][C:2]1[CH:7]=[C:6]([O:8][CH2:9][CH2:10][C@@H:11]2[CH2:13][C@@H:12]2[CH:14]2[CH2:19][CH2:18][N:17]([C:20]3[N:25]=[CH:24][C:23]([O:26][CH3:27])=[CH:22][N:21]=3)[CH2:16][CH2:15]2)[CH:5]=[C:4]([F:28])[C:3]=1[CH2:29][C:30](O)=[O:31].O.ON1C2C=CC=CC=2N=N1.Cl.[OH:45][CH:46]1[CH2:49][NH:48][CH2:47]1.Cl.C(/N=N/CCCN(C)C)C.C(N(CC)CC)C, predict the reaction product. The product is: [F:28][C:4]1[CH:5]=[C:6]([O:8][CH2:9][CH2:10][C@@H:11]2[CH2:13][C@@H:12]2[CH:14]2[CH2:19][CH2:18][N:17]([C:20]3[N:25]=[CH:24][C:23]([O:26][CH3:27])=[CH:22][N:21]=3)[CH2:16][CH2:15]2)[CH:7]=[C:2]([F:1])[C:3]=1[CH2:29][C:30]([N:48]1[CH2:49][CH:46]([OH:45])[CH2:47]1)=[O:31]. (6) Given the reactants [O:1]1[C:5]2[CH:6]=[CH:7][CH:8]=[C:9]([CH:10]=O)[C:4]=2[O:3][CH2:2]1.[C:12]([O:16][C:17]([N:19]1[CH2:24][CH2:23][NH:22][CH2:21][CH2:20]1)=[O:18])([CH3:15])([CH3:14])[CH3:13].C([BH3-])#N.[Na+], predict the reaction product. The product is: [O:1]1[C:5]2[CH:6]=[CH:7][CH:8]=[C:9]([CH2:10][N:22]3[CH2:21][CH2:20][N:19]([C:17]([O:16][C:12]([CH3:15])([CH3:14])[CH3:13])=[O:18])[CH2:24][CH2:23]3)[C:4]=2[O:3][CH2:2]1.